The task is: Predict the product of the given reaction.. This data is from Forward reaction prediction with 1.9M reactions from USPTO patents (1976-2016). (1) Given the reactants [CH:1]1([CH:6]2[O:10][B:9]([OH:11])[C:8]3[CH:12]=[C:13]([NH:16][C:17](=[O:28])[C:18]4[CH:23]=[CH:22][CH:21]=[CH:20][C:19]=4[C:24]([F:27])([F:26])[F:25])[CH:14]=[CH:15][C:7]2=3)[CH2:5][CH2:4][CH2:3][CH2:2]1.[F:29]C(F)(F)C1C=C(F)C=CC=1C(Cl)=O, predict the reaction product. The product is: [CH:1]1([CH:6]2[O:10][B:9]([OH:11])[C:8]3[CH:12]=[C:13]([NH:16][C:17](=[O:28])[C:18]4[CH:23]=[CH:22][C:21]([F:29])=[CH:20][C:19]=4[C:24]([F:27])([F:25])[F:26])[CH:14]=[CH:15][C:7]2=3)[CH2:2][CH2:3][CH2:4][CH2:5]1. (2) Given the reactants C(O[CH:4]([OH:9])[C:5]([F:8])([F:7])[F:6])C.[Cl:10][C:11]1[CH:19]=[CH:18][C:14]([C:15]([NH2:17])=[O:16])=[CH:13][CH:12]=1, predict the reaction product. The product is: [Cl:10][C:11]1[CH:19]=[CH:18][C:14]([C:15]([NH:17][CH:4]([OH:9])[C:5]([F:6])([F:7])[F:8])=[O:16])=[CH:13][CH:12]=1. (3) Given the reactants C1(P(C2C=CC=CC=2)C2C=CC=CC=2)C=CC=CC=1.O[CH2:21][CH2:22][CH2:23][CH2:24][CH2:25][CH2:26][C:27]#[CH:28].C(Br)(Br)(Br)[Br:30], predict the reaction product. The product is: [Br:30][CH2:21][CH2:22][CH2:23][CH2:24][CH2:25][CH2:26][C:27]#[CH:28]. (4) Given the reactants [Cl:1][C:2]1[CH:3]=[C:4]([CH:8]=[C:9]([Cl:11])[N:10]=1)[C:5]([OH:7])=[O:6].[CH2:12](O)[CH3:13], predict the reaction product. The product is: [CH2:12]([O:6][C:5](=[O:7])[C:4]1[CH:8]=[C:9]([Cl:11])[N:10]=[C:2]([Cl:1])[CH:3]=1)[CH3:13].